The task is: Binary classification across 12 toxicity assays.. This data is from Tox21: 12 toxicity assays (nuclear receptors and stress response pathways). The drug is CC(=O)Nc1ccc(/C=N/NC(N)=S)cc1. It tested positive (active) for: NR-AR (Androgen Receptor agonist activity).